From a dataset of Peptide-MHC class I binding affinity with 185,985 pairs from IEDB/IMGT. Regression. Given a peptide amino acid sequence and an MHC pseudo amino acid sequence, predict their binding affinity value. This is MHC class I binding data. (1) The peptide sequence is SENDRYRLL. The MHC is Mamu-A11 with pseudo-sequence Mamu-A11. The binding affinity (normalized) is 0.380. (2) The peptide sequence is GKVFAPKQK. The MHC is HLA-A03:01 with pseudo-sequence HLA-A03:01. The binding affinity (normalized) is 0. (3) The peptide sequence is RILHNFAYSL. The MHC is HLA-A02:06 with pseudo-sequence HLA-A02:06. The binding affinity (normalized) is 0.379.